This data is from Full USPTO retrosynthesis dataset with 1.9M reactions from patents (1976-2016). The task is: Predict the reactants needed to synthesize the given product. (1) Given the product [CH2:1]([NH:5][C:8]1[CH:7]=[CH:9][CH:14]=[CH:12][CH:13]=1)[CH:2]([CH3:4])[CH3:3], predict the reactants needed to synthesize it. The reactants are: [CH2:1]([NH2:5])[CH:2]([CH3:4])[CH3:3].C(Cl)(=O)[CH:7]([CH3:9])[CH3:8].[CH:12]1(C(Cl)=O)[CH2:14][CH2:13]1. (2) Given the product [C:7]([O:13][CH2:14][C:15]1[CH:20]=[CH:19][CH:18]=[CH:17][CH:16]=1)(=[O:12])[CH2:8][CH2:9][CH:10]=[CH2:11], predict the reactants needed to synthesize it. The reactants are: C([O-])([O-])=O.[K+].[K+].[C:7]([OH:13])(=[O:12])[CH2:8][CH2:9][CH:10]=[CH2:11].[CH2:14](Br)[C:15]1[CH:20]=[CH:19][CH:18]=[CH:17][CH:16]=1.